Dataset: Forward reaction prediction with 1.9M reactions from USPTO patents (1976-2016). Task: Predict the product of the given reaction. (1) Given the reactants Cl[C:2]1[N:11]=[C:10]([N:12]([C:14]2[CH:19]=[CH:18][C:17]([O:20][CH3:21])=[CH:16][CH:15]=2)[CH3:13])[C:9]2[C:4](=[CH:5][C:6]([O:24][CH3:25])=[C:7]([O:22][CH3:23])[CH:8]=2)[N:3]=1.[N:26]1([CH2:32][CH2:33][NH2:34])[CH2:31][CH2:30][O:29][CH2:28][CH2:27]1, predict the reaction product. The product is: [CH3:23][O:22][C:7]1[CH:8]=[C:9]2[C:4](=[CH:5][C:6]=1[O:24][CH3:25])[N:3]=[C:2]([NH:34][CH2:33][CH2:32][N:26]1[CH2:31][CH2:30][O:29][CH2:28][CH2:27]1)[N:11]=[C:10]2[N:12]([C:14]1[CH:19]=[CH:18][C:17]([O:20][CH3:21])=[CH:16][CH:15]=1)[CH3:13]. (2) Given the reactants [F:1][C:2]1[CH:3]=[C:4]([C:12]2[O:13][C:14]([C:17]([OH:19])=O)=[CH:15][N:16]=2)[CH:5]=[CH:6][C:7]=1[S:8]([CH3:11])(=[O:10])=[O:9].[C:20]([O:24][C:25]([N:27]1[CH2:32][CH2:31][CH:30]([NH:33][CH:34]2[CH2:36][CH2:35]2)[CH2:29][CH2:28]1)=[O:26])([CH3:23])([CH3:22])[CH3:21], predict the reaction product. The product is: [C:20]([O:24][C:25]([N:27]1[CH2:32][CH2:31][CH:30]([N:33]([CH:34]2[CH2:35][CH2:36]2)[C:17]([C:14]2[O:13][C:12]([C:4]3[CH:5]=[CH:6][C:7]([S:8]([CH3:11])(=[O:9])=[O:10])=[C:2]([F:1])[CH:3]=3)=[N:16][CH:15]=2)=[O:19])[CH2:29][CH2:28]1)=[O:26])([CH3:23])([CH3:21])[CH3:22]. (3) Given the reactants Br[C:2]1[CH:3]=[CH:4][C:5]([C:16]([OH:18])=[O:17])=[N:6][C:7]=1[O:8][CH2:9][C:10]1[CH:15]=[CH:14][CH:13]=[CH:12][N:11]=1.[CH:19]1(B(O)O)[CH2:21][CH2:20]1, predict the reaction product. The product is: [CH:19]1([C:2]2[CH:3]=[CH:4][C:5]([C:16]([OH:18])=[O:17])=[N:6][C:7]=2[O:8][CH2:9][C:10]2[CH:15]=[CH:14][CH:13]=[CH:12][N:11]=2)[CH2:21][CH2:20]1. (4) Given the reactants [Cl:1][C:2]1[CH:3]=[C:4]([NH:11][S:12]([C:15]2[CH:20]=[CH:19][C:18]([Cl:21])=[C:17]([C:22]([F:25])([F:24])[F:23])[CH:16]=2)(=[O:14])=[O:13])[C:5]([C:8](O)=[O:9])=[N:6][CH:7]=1.[Cl:26][C:27]1[CH:28]=[C:29]([NH:33][CH3:34])[CH:30]=[CH:31][CH:32]=1.F[P-](F)(F)(F)(F)F.N1(O[P+](N(C)C)(N(C)C)N(C)C)C2C=CC=CC=2N=N1.CCN(C(C)C)C(C)C, predict the reaction product. The product is: [Cl:26][C:27]1[CH:28]=[C:29]([N:33]([CH3:34])[C:8]([C:5]2[C:4]([NH:11][S:12]([C:15]3[CH:20]=[CH:19][C:18]([Cl:21])=[C:17]([C:22]([F:24])([F:23])[F:25])[CH:16]=3)(=[O:14])=[O:13])=[CH:3][C:2]([Cl:1])=[CH:7][N:6]=2)=[O:9])[CH:30]=[CH:31][CH:32]=1. (5) Given the reactants [CH:1]([O:4][C:5]1[CH:10]=[CH:9][C:8](B(O)O)=[CH:7][CH:6]=1)([CH3:3])[CH3:2].Br[C:15]1[C:20](=[O:21])[N:19]([CH2:22][C:23]2[CH:28]=[CH:27][C:26]([C:29]3[C:30]([C:35]#[N:36])=[CH:31][CH:32]=[CH:33][CH:34]=3)=[CH:25][CH:24]=2)[C:18]([CH2:37][CH2:38][CH3:39])=[N:17][C:16]=1[CH2:40][CH3:41], predict the reaction product. The product is: [CH2:40]([C:16]1[N:17]=[C:18]([CH2:37][CH2:38][CH3:39])[N:19]([CH2:22][C:23]2[CH:28]=[CH:27][C:26]([C:29]3[C:30]([C:35]#[N:36])=[CH:31][CH:32]=[CH:33][CH:34]=3)=[CH:25][CH:24]=2)[C:20](=[O:21])[C:15]=1[C:8]1[CH:9]=[CH:10][C:5]([O:4][CH:1]([CH3:3])[CH3:2])=[CH:6][CH:7]=1)[CH3:41]. (6) Given the reactants Br[C:2]1[CH:7]=[CH:6][C:5]([Br:8])=[CH:4][N:3]=1.[CH2:9]([OH:16])[C:10]1[CH:15]=[CH:14][CH:13]=[CH:12][CH:11]=1.[OH-].[K+].C1OCCOC2C(=CC=CC=2)OCCOCCOC2C(=CC=CC=2)OC1, predict the reaction product. The product is: [CH2:9]([O:16][C:2]1[CH:7]=[CH:6][C:5]([Br:8])=[CH:4][N:3]=1)[C:10]1[CH:15]=[CH:14][CH:13]=[CH:12][CH:11]=1. (7) Given the reactants Cl[C:2]1[CH:7]=[C:6]([Cl:8])[N:5]=[C:4]([CH3:9])[N:3]=1.C(O[K])(C)(C)C.[CH:16]([O:19][C:20]([N:22]1[CH2:27][CH2:26][CH:25]([OH:28])[CH2:24][CH2:23]1)=[O:21])([CH3:18])[CH3:17], predict the reaction product. The product is: [CH:16]([O:19][C:20]([N:22]1[CH2:23][CH2:24][CH:25]([O:28][C:2]2[CH:7]=[C:6]([Cl:8])[N:5]=[C:4]([CH3:9])[N:3]=2)[CH2:26][CH2:27]1)=[O:21])([CH3:18])[CH3:17].